From a dataset of Catalyst prediction with 721,799 reactions and 888 catalyst types from USPTO. Predict which catalyst facilitates the given reaction. (1) Reactant: [C:1]([N:8]([CH2:16][CH2:17][C:18]1[CH:27]=[CH:26][C:21]([C:22]([O:24]C)=[O:23])=[CH:20][CH:19]=1)[CH2:9][C:10]1[CH:15]=[CH:14][CH:13]=[CH:12][N:11]=1)([O:3][C:4]([CH3:7])([CH3:6])[CH3:5])=[O:2].CO.[OH-].[Na+]. Product: [C:1]([N:8]([CH2:9][C:10]1[CH:15]=[CH:14][CH:13]=[CH:12][N:11]=1)[CH2:16][CH2:17][C:18]1[CH:19]=[CH:20][C:21]([C:22]([OH:24])=[O:23])=[CH:26][CH:27]=1)([O:3][C:4]([CH3:6])([CH3:7])[CH3:5])=[O:2]. The catalyst class is: 1. (2) Reactant: [Br:1][C:2]1[C:11]([OH:12])=[CH:10][CH:9]=[C:8]2[C:3]=1[CH:4]=[CH:5][C:6]([C:13]1[O:14][C:15]3[CH:27]=[CH:26][CH:25]=[CH:24][C:16]=3[C:17]=1[C:18](=[O:23])[CH2:19][CH2:20][CH2:21][CH3:22])=[CH:7]2.[H-].[Na+].Br[CH2:31][C:32]([O:34][CH2:35][CH3:36])=[O:33]. Product: [Br:1][C:2]1[C:3]2[C:8](=[CH:7][C:6]([C:13]3[O:14][C:15]4[CH:27]=[CH:26][CH:25]=[CH:24][C:16]=4[C:17]=3[C:18](=[O:23])[CH2:19][CH2:20][CH2:21][CH3:22])=[CH:5][CH:4]=2)[CH:9]=[CH:10][C:11]=1[O:12][CH2:31][C:32]([O:34][CH2:35][CH3:36])=[O:33]. The catalyst class is: 3. (3) Reactant: [N:1]1[CH:6]=[CH:5][C:4]([C:7]2[S:11][C:10]([C:12]([OH:14])=O)=[CH:9][CH:8]=2)=[CH:3][CH:2]=1.N=C=N.C1C=CC2N(O)N=NC=2C=1.[CH:28]1[CH:33]=[CH:32][C:31]([CH2:34][CH2:35][NH2:36])=[CH:30][CH:29]=1.CC[NH+](CC)CC.CC[NH+](CC)CC.C([O-])([O-])=O. Product: [C:31]1([CH2:34][CH2:35][NH:36][C:12]([C:10]2[S:11][C:7]([C:4]3[CH:3]=[CH:2][N:1]=[CH:6][CH:5]=3)=[CH:8][CH:9]=2)=[O:14])[CH:32]=[CH:33][CH:28]=[CH:29][CH:30]=1. The catalyst class is: 3. (4) Reactant: Cl[C:2]1[N:7]=[N:6][C:5]([C:8]2[C:16]3[C:11](=[N:12][CH:13]=[CH:14][CH:15]=3)[N:10]([CH2:17][C:18]3[CH:23]=[CH:22][CH:21]=[CH:20][C:19]=3[F:24])[N:9]=2)=[N:4][C:3]=1[NH2:25].[CH3:26][O:27][C:28]1[C:33](B(O)O)=[CH:32][CH:31]=[CH:30][N:29]=1.C(=O)([O-])[O-].[K+].[K+].C1(P(C2CCCCC2)C2CCCCC2)CCCCC1. Product: [F:24][C:19]1[CH:20]=[CH:21][CH:22]=[CH:23][C:18]=1[CH2:17][N:10]1[C:11]2=[N:12][CH:13]=[CH:14][CH:15]=[C:16]2[C:8]([C:5]2[N:6]=[N:7][C:2]([C:33]3[C:28]([O:27][CH3:26])=[N:29][CH:30]=[CH:31][CH:32]=3)=[C:3]([NH2:25])[N:4]=2)=[N:9]1. The catalyst class is: 75. (5) Reactant: [C:1]1([CH2:7][CH2:8][OH:9])[CH:6]=[CH:5][CH:4]=[CH:3][CH:2]=1.C(N(CC)CC)C.[C:17](Cl)(=[O:24])[C:18]1[CH:23]=[CH:22][CH:21]=[CH:20][CH:19]=1. Product: [C:17]([O:9][CH2:8][CH2:7][C:1]1[CH:6]=[CH:5][CH:4]=[CH:3][CH:2]=1)(=[O:24])[C:18]1[CH:23]=[CH:22][CH:21]=[CH:20][CH:19]=1. The catalyst class is: 11. (6) Reactant: [Cl:1][C:2]1[C:10]([O:11][CH3:12])=[CH:9][CH:8]=[C:7]([F:13])[C:3]=1C(O)=O.C(Cl)(C(Cl)=O)=O.[N-:20]=[N+]=[N-].[Na+]. Product: [Cl:1][C:2]1[C:10]([O:11][CH3:12])=[CH:9][CH:8]=[C:7]([F:13])[C:3]=1[NH2:20]. The catalyst class is: 606. (7) Reactant: [CH2:1]([O:3][C:4](=[O:26])[CH:5]([N+:23]([O-])=O)[CH2:6][C:7]1[C:15]2[C:10](=[CH:11][CH:12]=[C:13]([O:16][CH3:17])[CH:14]=2)[NH:9][C:8]=1[C:18]([O:20][CH2:21][CH3:22])=[O:19])[CH3:2].O1CCCC1.Cl. Product: [CH2:21]([O:20][C:18]([C:8]1[NH:9][C:10]2[C:15](=[CH:14][C:13]([O:16][CH3:17])=[CH:12][CH:11]=2)[C:7]=1[CH2:6][C@@H:5]([C:4]([O:3][CH2:1][CH3:2])=[O:26])[NH2:23])=[O:19])[CH3:22]. The catalyst class is: 470. (8) Reactant: [N:1]1([C:7]2[N:12]=[CH:11][C:10]([CH2:13]O)=[CH:9][CH:8]=2)[CH2:6][CH2:5][O:4][CH2:3][CH2:2]1.[C:15]1(=[O:25])[NH:19][C:18](=[O:20])[C:17]2=[CH:21][CH:22]=[CH:23][CH:24]=[C:16]12.C1(P(C2C=CC=CC=2)C2C=CC=CC=2)C=CC=CC=1.CC(OC(/N=N/C(OC(C)C)=O)=O)C. Product: [N:1]1([C:7]2[N:12]=[CH:11][C:10]([CH2:13][N:19]3[C:15](=[O:25])[C:16]4[C:17](=[CH:21][CH:22]=[CH:23][CH:24]=4)[C:18]3=[O:20])=[CH:9][CH:8]=2)[CH2:2][CH2:3][O:4][CH2:5][CH2:6]1. The catalyst class is: 1. (9) Reactant: I[C:2]1[N:3]=[CH:4][N:5]([C:7]2[N:12]=[C:11]([CH3:13])[CH:10]=[C:9]([C:14]3[CH:19]=[CH:18][C:17]([C:20]([F:23])([F:22])[F:21])=[CH:16][CH:15]=3)[N:8]=2)[CH:6]=1.[Cl-].[Li+].C([Mg]Cl)(C)C.[CH2:31]([Sn:35](Cl)([CH2:40][CH2:41][CH2:42][CH3:43])[CH2:36][CH2:37][CH2:38][CH3:39])[CH2:32][CH2:33][CH3:34].[Cl-].[NH4+]. Product: [CH3:13][C:11]1[CH:10]=[C:9]([C:14]2[CH:19]=[CH:18][C:17]([C:20]([F:23])([F:22])[F:21])=[CH:16][CH:15]=2)[N:8]=[C:7]([N:5]2[CH:6]=[C:2]([Sn:35]([CH2:36][CH2:37][CH2:38][CH3:39])([CH2:40][CH2:41][CH2:42][CH3:43])[CH2:31][CH2:32][CH2:33][CH3:34])[N:3]=[CH:4]2)[N:12]=1. The catalyst class is: 1.